This data is from Full USPTO retrosynthesis dataset with 1.9M reactions from patents (1976-2016). The task is: Predict the reactants needed to synthesize the given product. (1) The reactants are: C1(C2C(OCC3(C(F)(F)F)CCCCC3)=CC(F)=C(C=2)C(OC(C)(C)C)=O)CC1.[CH:30]1([C:33]2[C:34]([O:47][CH2:48][CH:49]3[CH2:54][CH2:53][C:52]([F:56])([F:55])[CH2:51][CH2:50]3)=[CH:35][C:36]([F:46])=[C:37]([CH:45]=2)[C:38]([O:40]C(C)(C)C)=[O:39])[CH2:32][CH2:31]1. Given the product [CH:30]1([C:33]2[C:34]([O:47][CH2:48][CH:49]3[CH2:54][CH2:53][C:52]([F:56])([F:55])[CH2:51][CH2:50]3)=[CH:35][C:36]([F:46])=[C:37]([CH:45]=2)[C:38]([OH:40])=[O:39])[CH2:31][CH2:32]1, predict the reactants needed to synthesize it. (2) The reactants are: [NH:1]1[CH2:6][CH2:5][C:4]2([O:11][C:10]3[C:12]4[C:17]([C:18](=[O:21])[C:19](=[O:20])[C:9]=3[S:8][CH2:7]2)=[CH:16][CH:15]=[CH:14][CH:13]=4)[CH2:3][CH2:2]1.Br[CH2:23][C:24]1[CH:29]=[CH:28][C:27]([F:30])=[C:26]([Cl:31])[CH:25]=1. Given the product [Cl:31][C:26]1[CH:25]=[C:24]([CH:29]=[CH:28][C:27]=1[F:30])[CH2:23][N:1]1[CH2:2][CH2:3][C:4]2([O:11][C:10]3[C:12]4[C:17]([C:18](=[O:21])[C:19](=[O:20])[C:9]=3[S:8][CH2:7]2)=[CH:16][CH:15]=[CH:14][CH:13]=4)[CH2:5][CH2:6]1, predict the reactants needed to synthesize it. (3) Given the product [Cl:46][CH2:25][C:21]1[CH:20]=[C:19]([C:17]2[NH:16][C:12]3[N:13]=[CH:14][N:15]=[C:10]([NH:9][C@@H:7]([C:1]4[CH:2]=[CH:3][CH:4]=[CH:5][CH:6]=4)[CH3:8])[C:11]=3[CH:18]=2)[CH:24]=[CH:23][CH:22]=1, predict the reactants needed to synthesize it. The reactants are: [C:1]1([C@H:7]([NH:9][C:10]2[C:11]3[CH:18]=[C:17]([C:19]4[CH:20]=[C:21]([CH2:25]O)[CH:22]=[CH:23][CH:24]=4)[NH:16][C:12]=3[N:13]=[CH:14][N:15]=2)[CH3:8])[CH:6]=[CH:5][CH:4]=[CH:3][CH:2]=1.C1(P(C2C=CC=CC=2)C2C=CC=CC=2)C=CC=CC=1.[Cl:46]N1C(=O)CCC1=O. (4) Given the product [Cl:1][C:2]1[CH:27]=[CH:26][C:5]([CH2:6][N:7]2[C:15]3[C:10](=[CH:11][C:12]([CH:16]=[C:17]4[S:21][C:20]([N:33]([CH:34]5[CH2:35][CH:36]([CH2:39][OH:40])[NH:37][CH2:38]5)[CH3:32])=[N:19][C:18]4=[O:25])=[CH:13][CH:14]=3)[CH:9]=[N:8]2)=[C:4]([C:28]([F:31])([F:30])[F:29])[CH:3]=1, predict the reactants needed to synthesize it. The reactants are: [Cl:1][C:2]1[CH:27]=[CH:26][C:5]([CH2:6][N:7]2[C:15]3[C:10](=[CH:11][C:12]([CH:16]=[C:17]4[S:21][CH:20](SCC)[NH:19][C:18]4=[O:25])=[CH:13][CH:14]=3)[CH:9]=[N:8]2)=[C:4]([C:28]([F:31])([F:30])[F:29])[CH:3]=1.[CH3:32][NH:33][CH:34]1[CH2:38][NH:37][CH:36]([CH2:39][OH:40])[CH2:35]1. (5) Given the product [CH2:6]1[C:7]2=[CH:15][C:14]3[CH:13]=[CH:12][CH:11]=[CH:10][C:9]=3[N:8]2[CH2:16][CH2:17][N:5]1[C:3](=[O:4])[CH:2]([N:32]1[CH2:33][CH2:34][N:29]([CH3:28])[CH2:30][CH2:31]1)[CH3:18], predict the reactants needed to synthesize it. The reactants are: Cl[CH:2]([CH3:18])[C:3]([N:5]1[CH2:17][CH2:16][N:8]2[C:9]3[CH:10]=[CH:11][CH:12]=[CH:13][C:14]=3[CH:15]=[C:7]2[CH2:6]1)=[O:4].C(N(C(C)C)CC)(C)C.[CH3:28][N:29]1[CH2:34][CH2:33][NH:32][CH2:31][CH2:30]1. (6) Given the product [CH2:1]([C@@H:8]1[CH2:9][NH:10][CH2:11][CH2:12][N:13]1[C:14]([C:16]1[N:17]=[CH:18][N:19]([C@@H:27]2[CH2:32][CH2:31][CH2:30][CH2:29][C@:28]2([CH2:34][O:35][CH:36]2[CH2:41][CH2:40][S:39](=[O:43])(=[O:42])[CH2:38][CH2:37]2)[OH:33])[C:20]=1[C:21]1[CH:26]=[CH:25][CH:24]=[CH:23][CH:22]=1)=[O:15])[C:2]1[CH:7]=[CH:6][CH:5]=[CH:4][CH:3]=1.[CH2:1]([C@@H:8]1[CH2:9][NH:10][CH2:11][CH2:12][N:13]1[C:14]([C:16]1[N:17]=[CH:18][N:19]([C@H:27]2[CH2:32][CH2:31][CH2:30][CH2:29][C@@:28]2([CH2:34][O:35][CH:36]2[CH2:41][CH2:40][S:39](=[O:43])(=[O:42])[CH2:38][CH2:37]2)[OH:33])[C:20]=1[C:21]1[CH:26]=[CH:25][CH:24]=[CH:23][CH:22]=1)=[O:15])[C:2]1[CH:7]=[CH:6][CH:5]=[CH:4][CH:3]=1, predict the reactants needed to synthesize it. The reactants are: [CH2:1]([C@H:8]1[N:13]([C:14]([C:16]2[N:17]=[CH:18][N:19]([CH:27]3[CH2:32][CH2:31][CH2:30][CH2:29][C:28]3([CH2:34][O:35][CH:36]3[CH2:41][CH2:40][S:39](=[O:43])(=[O:42])[CH2:38][CH2:37]3)[OH:33])[C:20]=2[C:21]2[CH:26]=[CH:25][CH:24]=[CH:23][CH:22]=2)=[O:15])[CH2:12][CH2:11][N:10](C(OC(C)(C)C)=O)[CH2:9]1)[C:2]1[CH:7]=[CH:6][CH:5]=[CH:4][CH:3]=1.C(OCC)(=O)C.Cl. (7) Given the product [Br:1][C:2]1[CH:7]=[CH:6][C:5]([Cl:8])=[CH:4][C:3]=1[C:15]#[C:14][C:13]([O:16][CH2:17][CH3:18])([O:12][CH2:10][CH3:11])[O:19][CH2:20][CH3:21], predict the reactants needed to synthesize it. The reactants are: [Br:1][C:2]1[CH:7]=[CH:6][C:5]([Cl:8])=[CH:4][C:3]=1I.[CH2:10]([O:12][C:13]([O:19][CH2:20][CH3:21])([O:16][CH2:17][CH3:18])[C:14]#[CH:15])[CH3:11]. (8) Given the product [N+:1]([C:4]1[CH:5]=[CH:6][C:7]([CH2:8][CH:9]([CH2:10][OH:11])[CH2:14][OH:15])=[CH:18][CH:19]=1)([O-:3])=[O:2], predict the reactants needed to synthesize it. The reactants are: [N+:1]([C:4]1[CH:19]=[CH:18][C:7]([CH2:8][CH:9]([C:14](OC)=[O:15])[C:10](OC)=[O:11])=[CH:6][CH:5]=1)([O-:3])=[O:2].CO. (9) Given the product [CH3:14][O:13][C:9]1[CH:8]=[C:4]([CH:3]=[C:2]([C:20]#[C:19][Si:16]([CH3:18])([CH3:17])[CH3:15])[C:10]=1[O:11][CH3:12])[C:5]([OH:7])=[O:6], predict the reactants needed to synthesize it. The reactants are: I[C:2]1[CH:3]=[C:4]([CH:8]=[C:9]([O:13][CH3:14])[C:10]=1[O:11][CH3:12])[C:5]([OH:7])=[O:6].[CH3:15][Si:16]([C:19]#[CH:20])([CH3:18])[CH3:17].